This data is from Catalyst prediction with 721,799 reactions and 888 catalyst types from USPTO. The task is: Predict which catalyst facilitates the given reaction. (1) Reactant: C(OC([N:8]1[CH2:13][CH2:12][CH:11]([CH2:14][O:15][C:16]2[CH:17]=[C:18]([O:23][S:24]([C:27]3[CH:32]=[CH:31][CH:30]=[CH:29][C:28]=3[Cl:33])(=[O:26])=[O:25])[CH:19]=[C:20]([CH3:22])[CH:21]=2)[CH2:10][CH2:9]1)=O)(C)(C)C.Cl. Product: [NH:8]1[CH2:13][CH2:12][CH:11]([CH2:14][O:15][C:16]2[CH:17]=[C:18]([O:23][S:24]([C:27]3[CH:32]=[CH:31][CH:30]=[CH:29][C:28]=3[Cl:33])(=[O:25])=[O:26])[CH:19]=[C:20]([CH3:22])[CH:21]=2)[CH2:10][CH2:9]1. The catalyst class is: 12. (2) Reactant: [C:1]([C:4]1[C:12]2[C:7](=[CH:8][CH:9]=[C:10]([Cl:13])[CH:11]=2)[N:6]([S:14]([C:17]2[CH:22]=[CH:21][CH:20]=[CH:19][CH:18]=2)(=[O:16])=[O:15])[CH:5]=1)(=[O:3])[CH3:2].[Li+].C[Si]([N-][Si](C)(C)C)(C)C.[CH3:33][O:34][C:35]1[CH:43]=[CH:42][CH:41]=[CH:40][C:36]=1[C:37](Cl)=[O:38].Cl. Product: [C:17]1([S:14]([N:6]2[C:7]3[C:12](=[CH:11][C:10]([Cl:13])=[CH:9][CH:8]=3)[C:4]([C:1](=[O:3])[CH2:2][C:37]([C:36]3[CH:40]=[CH:41][CH:42]=[CH:43][C:35]=3[O:34][CH3:33])=[O:38])=[CH:5]2)(=[O:16])=[O:15])[CH:22]=[CH:21][CH:20]=[CH:19][CH:18]=1. The catalyst class is: 20. (3) Reactant: [BH4-].[Na+].[CH:3]([C:5]1[N:10]=[C:9]([C:11]2[CH:12]=[C:13]([CH:23]=[CH:24][CH:25]=2)[CH2:14][NH:15][C:16](=[O:22])[O:17][C:18]([CH3:21])([CH3:20])[CH3:19])[CH:8]=[CH:7][CH:6]=1)=[O:4]. Product: [OH:4][CH2:3][C:5]1[N:10]=[C:9]([C:11]2[CH:12]=[C:13]([CH:23]=[CH:24][CH:25]=2)[CH2:14][NH:15][C:16](=[O:22])[O:17][C:18]([CH3:21])([CH3:20])[CH3:19])[CH:8]=[CH:7][CH:6]=1. The catalyst class is: 5. (4) Reactant: [CH2:1]([O:5][C:6]([NH:8][CH:9]([CH2:13][C:14]1[CH:19]=[CH:18][CH:17]=[CH:16][CH:15]=1)[C:10](O)=[O:11])=[O:7])[CH:2]([CH3:4])[CH3:3].[Cl:20]CCl.S(Cl)(Cl)=O. Product: [CH2:1]([O:5][C:6](=[O:7])[NH:8][CH:9]([C:10]([Cl:20])=[O:11])[CH2:13][C:14]1[CH:19]=[CH:18][CH:17]=[CH:16][CH:15]=1)[CH:2]([CH3:4])[CH3:3]. The catalyst class is: 9. (5) Reactant: [NH2:1][C:2]1[CH:3]=[C:4]([CH:13]=[CH:14][C:15]=1[Cl:16])[O:5][C:6]1[CH:7]=[CH:8][C:9]([NH2:12])=[N:10][CH:11]=1.N1C=CC=CC=1.[CH3:23][N:24]1[C:28]([C:29](Cl)=[O:30])=[CH:27][C:26]([CH3:32])=[N:25]1. Product: [NH2:12][C:9]1[N:10]=[CH:11][C:6]([O:5][C:4]2[CH:13]=[CH:14][C:15]([Cl:16])=[C:2]([NH:1][C:29]([C:28]3[N:24]([CH3:23])[N:25]=[C:26]([CH3:32])[CH:27]=3)=[O:30])[CH:3]=2)=[CH:7][CH:8]=1. The catalyst class is: 7. (6) Reactant: CC1[C:7]([CH2:8][NH2:9])=[C:6]([C:10]([F:13])([F:12])[F:11])C=CN=1.[CH3:14][C:15]1[CH:24]=[CH:23][C:22]2[C:17](=[CH:18][CH:19]=[C:20]([CH2:25][N:26]3[CH:30]=[C:29]([C:31]([OH:33])=O)[N:28]=[N:27]3)[CH:21]=2)[N:16]=1.C[CH2:35][N:36](C(C)C)C(C)C.[CH3:43][CH2:44][CH2:45]P(=O)=O.CCOC(C)=O. Product: [CH3:43][C:44]1[CH:45]=[CH:35][N:36]=[C:6]([C:10]([F:11])([F:12])[F:13])[C:7]=1[CH2:8][NH:9][C:31]([C:29]1[N:28]=[N:27][N:26]([CH2:25][C:20]2[CH:21]=[C:22]3[C:17](=[CH:18][CH:19]=2)[N:16]=[C:15]([CH3:14])[CH:24]=[CH:23]3)[CH:30]=1)=[O:33]. The catalyst class is: 2.